From a dataset of Full USPTO retrosynthesis dataset with 1.9M reactions from patents (1976-2016). Predict the reactants needed to synthesize the given product. (1) The reactants are: [C:1]([C:5]1[CH:10]=[CH:9][C:8]([CH:11]2[NH:17][CH2:16][CH2:15][CH2:14][N:13]3[CH:18]=[N:19][CH:20]=[C:12]23)=[CH:7][CH:6]=1)([CH3:4])([CH3:3])[CH3:2].[Cl:21][C:22]1[CH:27]=[C:26]([Cl:28])[CH:25]=[CH:24][C:23]=1[N:29]=[C:30]=[O:31]. Given the product [C:1]([C:5]1[CH:6]=[CH:7][C:8]([CH:11]2[N:17]([C:30]([NH:29][C:23]3[CH:24]=[CH:25][C:26]([Cl:28])=[CH:27][C:22]=3[Cl:21])=[O:31])[CH2:16][CH2:15][CH2:14][N:13]3[CH:18]=[N:19][CH:20]=[C:12]23)=[CH:9][CH:10]=1)([CH3:4])([CH3:2])[CH3:3], predict the reactants needed to synthesize it. (2) Given the product [Br:24][C:14]1[C:13]2[C:8](=[CH:9][CH:10]=[C:11]([C:19]([F:22])([F:21])[F:20])[CH:12]=2)[N:7]=[C:6]([CH:1]2[CH2:5][CH2:4][CH2:3][CH2:2]2)[C:15]=1[C:16]#[N:17], predict the reactants needed to synthesize it. The reactants are: [CH:1]1([C:6]2[C:15]([C:16]#[N:17])=[C:14](O)[C:13]3[C:8](=[CH:9][CH:10]=[C:11]([C:19]([F:22])([F:21])[F:20])[CH:12]=3)[N:7]=2)[CH2:5][CH2:4][CH2:3][CH2:2]1.P(Br)(Br)[Br:24]. (3) Given the product [C:17]([Si:14]([CH3:16])([CH3:15])[O:8][CH2:7][C:6]([F:10])([F:9])[C:5]([F:11])([F:12])[C:2]([F:13])([F:1])[CH2:3][OH:4])([CH3:20])([CH3:19])[CH3:18], predict the reactants needed to synthesize it. The reactants are: [F:1][C:2]([F:13])([C:5]([F:12])([F:11])[C:6]([F:10])([F:9])[CH2:7][OH:8])[CH2:3][OH:4].[Si:14](Cl)([C:17]([CH3:20])([CH3:19])[CH3:18])([CH3:16])[CH3:15]. (4) Given the product [I:1][C:2]1[CH:3]=[C:4]2[N:10]=[C:13]([C:12]([F:17])([F:16])[F:11])[N:8]([CH3:9])[C:5]2=[N:6][CH:7]=1, predict the reactants needed to synthesize it. The reactants are: [I:1][C:2]1[CH:3]=[C:4]([NH2:10])[C:5]([NH:8][CH3:9])=[N:6][CH:7]=1.[F:11][C:12]([F:17])([F:16])[C:13](O)=O. (5) Given the product [CH2:10]1[CH:11]2[CH2:16][NH:15][CH2:14][CH:12]2[CH2:13][N:9]1[C:7]([C:6]1[CH:24]=[CH:25][C:3]([O:2][CH3:1])=[CH:4][C:5]=1[C:26]1[O:27][CH:28]=[CH:29][N:30]=1)=[O:8], predict the reactants needed to synthesize it. The reactants are: [CH3:1][O:2][C:3]1[CH:25]=[CH:24][C:6]([C:7]([N:9]2[CH2:13][CH:12]3[CH2:14][N:15](C(OC(C)(C)C)=O)[CH2:16][CH:11]3[CH2:10]2)=[O:8])=[C:5]([C:26]2[O:27][CH:28]=[CH:29][N:30]=2)[CH:4]=1.C(O)(C(F)(F)F)=O.